Dataset: Full USPTO retrosynthesis dataset with 1.9M reactions from patents (1976-2016). Task: Predict the reactants needed to synthesize the given product. Given the product [CH:2]([C:3]1[CH:4]=[CH:5][C:6]([NH:9][C:10](=[O:27])[CH:11]([NH:15][C:16](=[O:26])[CH2:17][C:18]2[CH:19]=[C:20]([F:25])[CH:21]=[C:22]([F:24])[CH:23]=2)[CH2:12][CH2:13][CH3:14])=[N:7][CH:8]=1)=[O:1], predict the reactants needed to synthesize it. The reactants are: [OH:1][CH2:2][C:3]1[CH:4]=[CH:5][C:6]([NH:9][C:10](=[O:27])[CH:11]([NH:15][C:16](=[O:26])[CH2:17][C:18]2[CH:23]=[C:22]([F:24])[CH:21]=[C:20]([F:25])[CH:19]=2)[CH2:12][CH2:13][CH3:14])=[N:7][CH:8]=1.CC(OI1(OC(C)=O)(OC(C)=O)OC(=O)C2C=CC=CC1=2)=O.